Dataset: Forward reaction prediction with 1.9M reactions from USPTO patents (1976-2016). Task: Predict the product of the given reaction. (1) The product is: [C:1]([C:3]1[CH:8]=[CH:7][C:6]([CH:23]=[O:24])=[CH:5][CH:4]=1)(=[O:2])[CH2:12][CH2:13][CH2:14][CH2:15][CH2:16][CH2:17][CH2:18][CH2:19][CH3:20]. Given the reactants [CH:1]([C:3]1[CH:8]=[CH:7][C:6](B(O)O)=[CH:5][CH:4]=1)=[O:2].[C:12](Cl)(=O)[CH2:13][CH2:14][CH2:15][CH2:16][CH2:17][CH2:18][CH2:19][CH3:20].[C:23](=O)([O-])[O-:24].[Cs+].[Cs+], predict the reaction product. (2) Given the reactants [CH2:1]([SH:5])[CH2:2][CH2:3][SH:4].CO[CH:8](OC)[CH2:9][CH2:10][Si:11]([O:16][CH3:17])([O:14][CH3:15])[O:12][CH3:13].C1(C)C=CC(S(O)(=O)=O)=CC=1, predict the reaction product. The product is: [CH3:13][O:12][Si:11]([O:16][CH3:17])([O:14][CH3:15])[CH2:10][CH2:9][CH:8]1[S:5][CH2:1][CH2:2][CH2:3][S:4]1. (3) Given the reactants [OH:1][C:2]1[CH:7]=[CH:6][C:5]([C:8](=O)[CH2:9][C:10]([O:12][CH3:13])=[O:11])=[CH:4][CH:3]=1.[CH2:15]([O:17][NH2:18])[CH3:16].Cl, predict the reaction product. The product is: [CH2:15]([O:17][N:18]=[C:8]([C:5]1[CH:6]=[CH:7][C:2]([OH:1])=[CH:3][CH:4]=1)[CH2:9][C:10]([O:12][CH3:13])=[O:11])[CH3:16]. (4) Given the reactants [CH3:1][C:2]1[CH2:7][C:6]([CH3:12])([C:8]([F:11])([F:10])[F:9])[CH2:5][C:4](=[O:13])[CH:3]=1.C1(C)C=CC=CC=1.[OH2:21], predict the reaction product. The product is: [CH3:1][C:2]1[C:7](=[O:21])[C:6]([CH3:12])([C:8]([F:9])([F:10])[F:11])[CH2:5][C:4](=[O:13])[CH:3]=1. (5) Given the reactants C([O:4][C@@H:5]1[C@@H:9]([OH:10])[CH2:8][NH:7][C@@H:6]1[CH2:11][C:12]1[CH:17]=[CH:16][C:15]([O:18][CH3:19])=[CH:14][CH:13]=1)(=O)C.N.CO, predict the reaction product. The product is: [CH3:19][O:18][C:15]1[CH:14]=[CH:13][C:12]([CH2:11][C@@H:6]2[C@H:5]([OH:4])[C@@H:9]([OH:10])[CH2:8][NH:7]2)=[CH:17][CH:16]=1. (6) Given the reactants [S:1]1[CH2:6][CH2:5][NH:4][C:3](=[O:7])[CH2:2]1.O.C1(C)C=CC(S(O)(=O)=O)=CC=1.[F:20][C:21]([F:35])([F:34])[S:22]([NH:25][C:26]1[CH:31]=[CH:30][CH:29]=[CH:28][C:27]=1[CH2:32]O)(=[O:24])=[O:23], predict the reaction product. The product is: [F:34][C:21]([F:20])([F:35])[S:22]([NH:25][C:26]1[CH:31]=[CH:30][CH:29]=[CH:28][C:27]=1[CH2:32][N:4]1[CH2:5][CH2:6][S:1][CH2:2][C:3]1=[O:7])(=[O:23])=[O:24].